Dataset: Catalyst prediction with 721,799 reactions and 888 catalyst types from USPTO. Task: Predict which catalyst facilitates the given reaction. (1) Reactant: [Na].[C:2]([O:8][CH3:9])(=[O:7])[CH2:3][C:4]([CH3:6])=[O:5].O[N:11]=[C:12](Cl)[C:13]1[CH:18]=[CH:17][N:16]=[CH:15][CH:14]=1. Product: [CH3:6][C:4]1[O:5][N:11]=[C:12]([C:13]2[CH:18]=[CH:17][N:16]=[CH:15][CH:14]=2)[C:3]=1[C:2]([O:8][CH3:9])=[O:7]. The catalyst class is: 5. (2) Reactant: Cl[C:2]1[C:7]([C:8]([O:10][CH2:11][CH3:12])=[O:9])=[CH:6][N:5]=[C:4]2[N:13]([CH2:16][CH3:17])[N:14]=[CH:15][C:3]=12.Cl.Cl.[F:20][C:21]([F:40])([F:39])[C:22]1[CH:31]=[C:30]2[C:25]([C:26]([S:32][CH2:33][CH2:34][CH2:35][CH2:36][CH2:37][NH2:38])=[CH:27][CH:28]=[N:29]2)=[CH:24][CH:23]=1.C(N(CC)CC)C. Product: [F:40][C:21]([F:20])([F:39])[C:22]1[CH:31]=[C:30]2[C:25]([C:26]([S:32][CH2:33][CH2:34][CH2:35][CH2:36][CH2:37][NH:38][C:2]3[C:7]([C:8]([O:10][CH2:11][CH3:12])=[O:9])=[CH:6][N:5]=[C:4]4[N:13]([CH2:16][CH3:17])[N:14]=[CH:15][C:3]=34)=[CH:27][CH:28]=[N:29]2)=[CH:24][CH:23]=1. The catalyst class is: 14. (3) Reactant: [Cl:1][C:2]1[C:3](I)=[N:4][CH:5]=[C:6]([N+:8]([O-:10])=[O:9])[CH:7]=1.[Cu][C:13]#[N:14].C(OCC)(=O)C. Product: [Cl:1][C:2]1[C:3]([C:13]#[N:14])=[N:4][CH:5]=[C:6]([N+:8]([O-:10])=[O:9])[CH:7]=1. The catalyst class is: 10. (4) Reactant: [F:1][C:2]([F:13])([F:12])[C:3]1[CH:11]=[CH:10][C:6]([C:7]([OH:9])=O)=[CH:5][CH:4]=1.C(N(CC)CC)C.C(Cl)(=O)OCC.Cl.[CH2:28]([CH:30]([CH2:36][C:37]1[CH:42]=[CH:41][C:40]([O:43][CH3:44])=[C:39]([CH2:45][NH2:46])[CH:38]=1)[C:31]([O:33][CH2:34][CH3:35])=[O:32])[CH3:29]. Product: [CH2:28]([CH:30]([CH2:36][C:37]1[CH:42]=[CH:41][C:40]([O:43][CH3:44])=[C:39]([CH2:45][NH:46][C:7](=[O:9])[C:6]2[CH:5]=[CH:4][C:3]([C:2]([F:1])([F:13])[F:12])=[CH:11][CH:10]=2)[CH:38]=1)[C:31]([O:33][CH2:34][CH3:35])=[O:32])[CH3:29]. The catalyst class is: 4. (5) Reactant: [Cl:1][C:2]1[CH:7]=[CH:6][CH:5]=[C:4]([Cl:8])[C:3]=1[CH2:9][CH2:10][C:11]1[C:15]([CH2:16][OH:17])=[C:14]([CH:18]([CH3:20])[CH3:19])[O:13][N:12]=1.O[C:22]1[CH:27]=[CH:26][C:25]([C:28]2[CH:29]=[C:30]3[C:35](=[CH:36][CH:37]=2)[CH:34]=[C:33]([C:38]([O:40][CH3:41])=[O:39])[CH:32]=[CH:31]3)=[CH:24][CH:23]=1.C1(P(C2C=CC=CC=2)C2C=CC=CC=2)C=CC=CC=1.N(C(OC(C)C)=O)=NC(OC(C)C)=O. Product: [Cl:1][C:2]1[CH:7]=[CH:6][CH:5]=[C:4]([Cl:8])[C:3]=1[CH2:9][CH2:10][C:11]1[C:15]([CH2:16][O:17][C:22]2[CH:23]=[CH:24][C:25]([C:28]3[CH:29]=[C:30]4[C:35](=[CH:36][CH:37]=3)[CH:34]=[C:33]([C:38]([O:40][CH3:41])=[O:39])[CH:32]=[CH:31]4)=[CH:26][CH:27]=2)=[C:14]([CH:18]([CH3:20])[CH3:19])[O:13][N:12]=1. The catalyst class is: 11. (6) Reactant: [F:1][C:2]([F:29])([F:28])[C:3]1[CH:4]=[C:5]([CH:21]=[C:22]([C:24]([F:27])([F:26])[F:25])[CH:23]=1)[CH2:6][NH:7][CH2:8][C:9]1[CH:14]=[C:13]([C:15]([F:18])([F:17])[F:16])[CH:12]=[CH:11][C:10]=1[CH2:19][OH:20].[Br:30][C:31]1[CH:32]=[N:33][C:34](Cl)=[N:35][CH:36]=1.C(N(CC)C(C)C)(C)C.O. Product: [F:1][C:2]([F:28])([F:29])[C:3]1[CH:4]=[C:5]([CH:21]=[C:22]([C:24]([F:27])([F:25])[F:26])[CH:23]=1)[CH2:6][N:7]([CH2:8][C:9]1[CH:14]=[C:13]([C:15]([F:17])([F:16])[F:18])[CH:12]=[CH:11][C:10]=1[CH2:19][OH:20])[C:34]1[N:35]=[CH:36][C:31]([Br:30])=[CH:32][N:33]=1. The catalyst class is: 133. (7) Product: [C:17]([O:16][C:14]([N:12]1[C:11]2[CH:21]=[C:22]([Cl:33])[C:23]([O:25][CH2:26][C:27]3[CH:32]=[CH:31][CH:30]=[CH:29][CH:28]=3)=[CH:24][C:10]=2[O:9][CH:8]([C:6]([OH:7])=[O:5])[CH2:13]1)=[O:15])([CH3:20])([CH3:18])[CH3:19]. Reactant: [OH-].[Li+].CC[O:5][C:6]([CH:8]1[CH2:13][N:12]([C:14]([O:16][C:17]([CH3:20])([CH3:19])[CH3:18])=[O:15])[C:11]2[CH:21]=[C:22]([Cl:33])[C:23]([O:25][CH2:26][C:27]3[CH:32]=[CH:31][CH:30]=[CH:29][CH:28]=3)=[CH:24][C:10]=2[O:9]1)=[O:7]. The catalyst class is: 20.